Dataset: Full USPTO retrosynthesis dataset with 1.9M reactions from patents (1976-2016). Task: Predict the reactants needed to synthesize the given product. (1) Given the product [OH:23][C@:11]1([CH3:22])[C@@H:10]([CH3:24])[CH2:9][C@@H:8]([C:7]2[CH:6]=[CH:5][N:4]=[CH:3][C:2]=2[N:1]=[C:25]=[S:26])[CH2:13][C@H:12]1[NH:14][C:15](=[O:21])[O:16][C:17]([CH3:18])([CH3:19])[CH3:20], predict the reactants needed to synthesize it. The reactants are: [NH2:1][C:2]1[CH:3]=[N:4][CH:5]=[CH:6][C:7]=1[C@H:8]1[CH2:13][C@@H:12]([NH:14][C:15](=[O:21])[O:16][C:17]([CH3:20])([CH3:19])[CH3:18])[C@@:11]([OH:23])([CH3:22])[C@@H:10]([CH3:24])[CH2:9]1.[C:25](N1C=CN=C1)(N1C=CN=C1)=[S:26]. (2) Given the product [F:20][C:21]([F:26])([F:25])[C:22]([OH:24])=[O:23].[NH2:1][CH2:2][CH2:3][O:4][CH2:5][CH2:6][O:7][CH2:8][CH2:9][O:10][CH2:11][CH2:12][C:13]([OH:15])=[O:14], predict the reactants needed to synthesize it. The reactants are: [NH2:1][CH2:2][CH2:3][O:4][CH2:5][CH2:6][O:7][CH2:8][CH2:9][O:10][CH2:11][CH2:12][C:13]([O:15]C(C)(C)C)=[O:14].[F:20][C:21]([F:26])([F:25])[C:22]([OH:24])=[O:23]. (3) Given the product [F:15][C:16]([F:25])([F:26])[C:17]1[CH:24]=[CH:23][C:20]([CH2:21][O:3][C:4]2[C:13]([CH3:14])=[CH:12][CH:11]=[CH:10][C:5]=2[C:6]([O:8][CH3:9])=[O:7])=[CH:19][CH:18]=1, predict the reactants needed to synthesize it. The reactants are: [H-].[Na+].[OH:3][C:4]1[C:13]([CH3:14])=[CH:12][CH:11]=[CH:10][C:5]=1[C:6]([O:8][CH3:9])=[O:7].[F:15][C:16]([F:26])([F:25])[C:17]1[CH:24]=[CH:23][C:20]([CH2:21]Br)=[CH:19][CH:18]=1. (4) Given the product [Cl:58][C:59]1[CH:69]=[CH:68][C:67]([CH2:70][CH2:71][CH2:72][O:73][CH3:74])=[CH:66][C:60]=1[CH2:61][N:62]([CH:63]1[CH2:64][CH2:65]1)[C:4](=[O:6])[CH:3]([C:1]#[N:2])[CH2:7][C:8]1[CH:9]=[N:10][C:11]([O:14][CH2:15][CH2:16][O:17][C:18]2[C:23]([Cl:24])=[CH:22][C:21]([CH3:25])=[CH:20][C:19]=2[Cl:26])=[CH:12][CH:13]=1, predict the reactants needed to synthesize it. The reactants are: [C:1]([CH:3]([CH2:7][C:8]1[CH:9]=[N:10][C:11]([O:14][CH2:15][CH2:16][O:17][C:18]2[C:23]([Cl:24])=[CH:22][C:21]([CH3:25])=[CH:20][C:19]=2[Cl:26])=[CH:12][CH:13]=1)[C:4]([OH:6])=O)#[N:2].C1C=CC2N(O)N=NC=2C=1.CCN(C(C)C)C(C)C.CCN=C=NCCCN(C)C.Cl.[Cl:58][C:59]1[CH:69]=[CH:68][C:67]([CH2:70][CH2:71][CH2:72][O:73][CH3:74])=[CH:66][C:60]=1[CH2:61][NH:62][CH:63]1[CH2:65][CH2:64]1. (5) Given the product [Cl:27][C:24]1[CH:23]=[CH:22][C:21]([C@@:18]2([CH3:20])[C@:17]([C:29]3[CH:34]=[CH:33][C:32]([Cl:35])=[CH:31][CH:30]=3)([CH3:28])[N:16]([C:36]([N:52]3[CH2:51][CH2:50][N:49]([CH2:48][CH2:47][O:46][CH2:45][CH2:44][OH:43])[CH2:54][CH2:53]3)=[O:37])[C:15]([C:13]3[C:12]([O:39][CH2:40][CH3:41])=[CH:11][C:10]([Cl:42])=[C:9]([S:6]([NH:5][C:1]([CH3:2])([CH3:3])[CH3:4])(=[O:8])=[O:7])[CH:14]=3)=[N:19]2)=[CH:26][CH:25]=1, predict the reactants needed to synthesize it. The reactants are: [C:1]([NH:5][S:6]([C:9]1[C:10]([Cl:42])=[CH:11][C:12]([O:39][CH2:40][CH3:41])=[C:13]([C:15]2[N:16]([C:36](Cl)=[O:37])[C:17]([C:29]3[CH:34]=[CH:33][C:32]([Cl:35])=[CH:31][CH:30]=3)([CH3:28])[C:18]([C:21]3[CH:26]=[CH:25][C:24]([Cl:27])=[CH:23][CH:22]=3)([CH3:20])[N:19]=2)[CH:14]=1)(=[O:8])=[O:7])([CH3:4])([CH3:3])[CH3:2].[OH:43][CH2:44][CH2:45][O:46][CH2:47][CH2:48][N:49]1[CH2:54][CH2:53][NH:52][CH2:51][CH2:50]1. (6) Given the product [Br:1][C:2]1[CH:3]=[CH:4][CH:5]=[C:6]2[C:11]=1[N:10]=[C:9]([C:12]([O:14][CH3:15])=[O:13])[CH:8]=[CH:7]2, predict the reactants needed to synthesize it. The reactants are: [Br:1][C:2]1[CH:3]=[CH:4][CH:5]=[C:6]2[C:11]=1[N:10]=[C:9]([C:12]([OH:14])=[O:13])[CH:8]=[CH:7]2.[C:15](Cl)(=O)C(Cl)=O.CO. (7) Given the product [Cl:1][C:2]1[CH:7]=[CH:6][N:5]=[C:4]2[CH:8]=[C:9]([CH:11]=[N:13][OH:14])[S:10][C:3]=12, predict the reactants needed to synthesize it. The reactants are: [Cl:1][C:2]1[CH:7]=[CH:6][N:5]=[C:4]2[CH:8]=[C:9]([CH:11]=O)[S:10][C:3]=12.[NH2:13][OH:14].Cl. (8) Given the product [CH:29]1([NH:35][C:3]([C:4]2[CH:10]=[C:11]([C:13]3[CH:18]=[C:17]([Cl:19])[C:16]([CH3:20])=[CH:15][C:14]=3[O:21][CH3:22])[N:28]([CH2:27][CH2:26][CH:23]3[CH2:25][CH2:24]3)[C:5]=2[CH3:6])=[O:2])[CH2:34][CH2:33][CH2:32][CH2:31][CH2:30]1, predict the reactants needed to synthesize it. The reactants are: C[O:2][C:3](=O)[CH2:4][C:5](=O)[CH3:6].Br[CH2:10][C:11]([C:13]1[CH:18]=[C:17]([Cl:19])[C:16]([CH3:20])=[CH:15][C:14]=1[O:21][CH3:22])=O.[CH:23]1([CH2:26][CH2:27][NH2:28])[CH2:25][CH2:24]1.[CH:29]1([NH2:35])[CH2:34][CH2:33][CH2:32][CH2:31][CH2:30]1. (9) Given the product [CH3:28][O:27][C:25](=[O:26])[C:23]([C:9]1[C:8]2[C:12](=[C:13]([C:29]3[NH:30][N:11]=[C:12]([CH3:13])[CH:8]=3)[N:14]=[CH:15][C:7]=2[O:6][CH3:5])[NH:11][CH:10]=1)=[O:24], predict the reactants needed to synthesize it. The reactants are: [Al+3].[Cl-].[Cl-].[Cl-].[CH3:5][O:6][C:7]1[CH:15]=[N:14][C:13](N2C=CC(C)=N2)=[C:12]2[C:8]=1[CH:9]=[CH:10][NH:11]2.Cl[C:23]([C:25]([O:27][CH3:28])=[O:26])=[O:24].[CH3:29][N+:30]([O-])=O.